This data is from Catalyst prediction with 721,799 reactions and 888 catalyst types from USPTO. The task is: Predict which catalyst facilitates the given reaction. Reactant: CN(C)C=O.S([O:16][CH:17]1[CH2:20][N:19]([C:21]([O:23][C:24]([CH3:27])([CH3:26])[CH3:25])=[O:22])[CH2:18]1)(C1C=CC(C)=CC=1)(=O)=O.[F:28][C:29]1[CH:34]=[CH:33][C:32](O)=[CH:31][CH:30]=1.C(=O)([O-])[O-].[Cs+].[Cs+]. Product: [F:28][C:29]1[CH:34]=[CH:33][C:32]([O:16][CH:17]2[CH2:18][N:19]([C:21]([O:23][C:24]([CH3:25])([CH3:26])[CH3:27])=[O:22])[CH2:20]2)=[CH:31][CH:30]=1. The catalyst class is: 84.